From a dataset of Full USPTO retrosynthesis dataset with 1.9M reactions from patents (1976-2016). Predict the reactants needed to synthesize the given product. (1) The reactants are: C[Si](Cl)(C)C.C[OH:7].[CH3:8][O:9][CH2:10][CH2:11][N:12]([CH3:23])[C:13]1[N:18]=[CH:17][C:16]([CH:19]([CH3:22])[C:20]#N)=[CH:15][CH:14]=1.[C:24]([O-])(O)=[O:25].[Na+]. Given the product [CH3:8][O:9][CH2:10][CH2:11][N:12]([CH3:23])[C:13]1[N:18]=[CH:17][C:16]([CH:19]([CH3:22])[C:20]([O:25][CH3:24])=[O:7])=[CH:15][CH:14]=1, predict the reactants needed to synthesize it. (2) Given the product [C:10]([C:14]1[CH:15]=[C:16]([CH:17]([OH:18])[C:1]#[CH:2])[CH:19]=[C:20]([Cl:25])[C:21]=1[N:22]([CH3:23])[CH3:24])([CH3:13])([CH3:11])[CH3:12], predict the reactants needed to synthesize it. The reactants are: [C:1]([Mg]Br)#[CH:2].C1COCC1.[C:10]([C:14]1[CH:15]=[C:16]([CH:19]=[C:20]([Cl:25])[C:21]=1[N:22]([CH3:24])[CH3:23])[CH:17]=[O:18])([CH3:13])([CH3:12])[CH3:11]. (3) Given the product [NH:13]1[CH2:14][CH2:15][CH:10]([O:9][C:7]2[S:8][C:4]3[CH:3]=[C:2]([C:26]4[CH2:31][CH2:30][N:29]([C:32]([O:34][C:35]([CH3:38])([CH3:37])[CH3:36])=[O:33])[CH2:28][CH:27]=4)[CH:17]=[CH:16][C:5]=3[N:6]=2)[CH2:11][CH2:12]1, predict the reactants needed to synthesize it. The reactants are: Br[C:2]1[CH:17]=[CH:16][C:5]2[N:6]=[C:7]([O:9][CH:10]3[CH2:15][CH2:14][NH:13][CH2:12][CH2:11]3)[S:8][C:4]=2[CH:3]=1.CC1(C)C(C)(C)OB([C:26]2[CH2:31][CH2:30][N:29]([C:32]([O:34][C:35]([CH3:38])([CH3:37])[CH3:36])=[O:33])[CH2:28][CH:27]=2)O1.C(=O)([O-])[O-].[K+].[K+]. (4) Given the product [Si:1]([O:8][C@H:9]1[CH2:13][CH2:12][N:11]([CH2:14][C@H:15]([C:18]2[CH:19]=[C:20]([CH:26]=[CH:27][CH:28]=2)[C:21]([N:23]([CH3:24])[CH3:25])=[O:22])[N:16]([CH3:17])[C:40](=[O:42])[CH2:39][C:36]2[CH:37]=[CH:38][C:32]3[S:31][C:30](=[O:29])[NH:34][C:33]=3[CH:35]=2)[CH2:10]1)([C:4]([CH3:6])([CH3:7])[CH3:5])([CH3:3])[CH3:2], predict the reactants needed to synthesize it. The reactants are: [Si:1]([O:8][C@H:9]1[CH2:13][CH2:12][N:11]([CH2:14][C@H:15]([C:18]2[CH:19]=[C:20]([CH:26]=[CH:27][CH:28]=2)[C:21]([N:23]([CH3:25])[CH3:24])=[O:22])[NH:16][CH3:17])[CH2:10]1)([C:4]([CH3:7])([CH3:6])[CH3:5])([CH3:3])[CH3:2].[O:29]=[C:30]1[NH:34][C:33]2[CH:35]=[C:36]([CH2:39][C:40]([OH:42])=O)[CH:37]=[CH:38][C:32]=2[S:31]1.CCN=C=NCCCN(C)C.N1(O)C2C=CC=CC=2N=N1.